Dataset: Reaction yield outcomes from USPTO patents with 853,638 reactions. Task: Predict the reaction yield, written as a fraction of the theoretical maximum amount of product (1.0 means a 100% yield; for example, 0.34 means a 34% yield). (1) The reactants are [C:1]([O:4][CH2:5][CH:6]1[C:11]([N:21]2[C:33](=[O:34])[C:32]3[S:31][C:30]4[CH2:29][CH2:28][CH2:27][CH2:26][C:25]=4[C:24]=3[CH2:23][CH2:22]2)(B2OC(C)(C)C(C)(C)O2)[CH:10]=[C:9]([F:35])[CH:8]=[CH:7]1)(=[O:3])[CH3:2].Br[C:37]1[CH:38]=[C:39]([NH:45][C:46]2[CH:51]=[CH:50][C:49]([N:52]3[CH2:57][CH2:56][N:55]([CH:58]4[CH2:61][O:60][CH2:59]4)[CH2:54][CH2:53]3)=[CH:48][N:47]=2)[C:40](=[O:44])[N:41]([CH3:43])[CH:42]=1. No catalyst specified. The product is [C:1]([O:4][CH2:5][C:6]1[C:11]([N:21]2[C:33](=[O:34])[C:32]3[S:31][C:30]4[CH2:29][CH2:28][CH2:27][CH2:26][C:25]=4[C:24]=3[CH2:23][CH2:22]2)=[CH:10][C:9]([F:35])=[CH:8][C:7]=1[C:37]1[CH:38]=[C:39]([NH:45][C:46]2[CH:51]=[CH:50][C:49]([N:52]3[CH2:57][CH2:56][N:55]([CH:58]4[CH2:59][O:60][CH2:61]4)[CH2:54][CH2:53]3)=[CH:48][N:47]=2)[C:40](=[O:44])[N:41]([CH3:43])[CH:42]=1)(=[O:3])[CH3:2]. The yield is 0.560. (2) The reactants are C(N[C@H]1[C@@H](O)[C@H](O)[C@@H](CO)OC1O)(=O)C.C([O-])(=O)C(C)=O.[Na+].[C:23]([NH:26][C@H:27]1[C@H:36]([C@@H:37]([C@@H:39]([CH2:41][OH:42])[OH:40])[OH:38])[O:35][C:30]([OH:34])([C:31](=[O:33])[O-:32])[CH2:29][C@@H:28]1[OH:43])(=[O:25])[CH3:24]. The catalyst is O. The product is [C:23]([NH:26][C@H:27]1[C@H:36]([C@@H:37]([C@@H:39]([CH2:41][OH:42])[OH:40])[OH:38])[O:35][C:30]([OH:34])([C:31](=[O:32])[OH:33])[CH2:29][C@@H:28]1[OH:43])(=[O:25])[CH3:24]. The yield is 0.398.